Dataset: HIV replication inhibition screening data with 41,000+ compounds from the AIDS Antiviral Screen. Task: Binary Classification. Given a drug SMILES string, predict its activity (active/inactive) in a high-throughput screening assay against a specified biological target. The molecule is CCCCCCCSC[c-]1nc2ccccc2c(C)[n+]1=O. The result is 1 (active).